From a dataset of Reaction yield outcomes from USPTO patents with 853,638 reactions. Predict the reaction yield, written as a fraction of the theoretical maximum amount of product (1.0 means a 100% yield; for example, 0.34 means a 34% yield). (1) The reactants are [C:1]([OH:5])(=O)[CH2:2][OH:3].[Cl:6][C:7]1[CH:8]=[C:9]([NH:21][C:22]2[C:31]3[C:26](=[CH:27][CH:28]=[CH:29][C:30]=3[O:32][CH2:33][CH2:34][NH:35][CH2:36][CH3:37])[N:25]=[CH:24][N:23]=2)[CH:10]=[CH:11][C:12]=1[O:13][CH2:14][C:15]1[CH:20]=[CH:19][CH:18]=[CH:17][N:16]=1. No catalyst specified. The product is [Cl:6][C:7]1[CH:8]=[C:9]([NH:21][C:22]2[C:31]3[C:26](=[CH:27][CH:28]=[CH:29][C:30]=3[O:32][CH2:33][CH2:34][N:35]([CH2:36][CH3:37])[C:1](=[O:5])[CH2:2][OH:3])[N:25]=[CH:24][N:23]=2)[CH:10]=[CH:11][C:12]=1[O:13][CH2:14][C:15]1[CH:20]=[CH:19][CH:18]=[CH:17][N:16]=1. The yield is 0.700. (2) The reactants are [NH2:1][C:2]1[CH:18]=[CH:17][C:5]([O:6][C:7]2[CH:12]=[CH:11][N:10]=[C:9]([NH2:13])[C:8]=2[N+:14]([O-:16])=[O:15])=[CH:4][C:3]=1[F:19].[F:20][C:21]1[CH:26]=[CH:25][C:24]([C:27]([F:30])([F:29])[F:28])=[CH:23][C:22]=1[N:31]=[C:32]=[O:33]. No catalyst specified. The product is [NH2:13][C:9]1[C:8]([N+:14]([O-:16])=[O:15])=[C:7]([O:6][C:5]2[CH:17]=[CH:18][C:2]([NH:1][C:32]([NH:31][C:22]3[CH:23]=[C:24]([C:27]([F:28])([F:30])[F:29])[CH:25]=[CH:26][C:21]=3[F:20])=[O:33])=[C:3]([F:19])[CH:4]=2)[CH:12]=[CH:11][N:10]=1. The yield is 0.850.